The task is: Predict which catalyst facilitates the given reaction.. This data is from Catalyst prediction with 721,799 reactions and 888 catalyst types from USPTO. (1) Reactant: CS(Cl)(=O)=O.[CH2:6]([N:8]([CH2:11][CH3:12])[CH2:9][CH3:10])C.[F:13][C:14]1[C:15]([C:22]2[CH:44]=[CH:43][C:25]([C:26]([NH:28][C:29]3[CH:34]=[CH:33][CH:32]=[CH:31][C:30]=3[NH:35][C:36](=[O:42])[O:37][C:38]([CH3:41])([CH3:40])[CH3:39])=[O:27])=[CH:24][CH:23]=2)=[N:16][CH:17]=C(CO)[CH:19]=1.N1CCC1. Product: [N:8]1([CH2:9][C:10]2[CH:19]=[C:14]([F:13])[C:15]([C:22]3[CH:44]=[CH:43][C:25]([C:26]([NH:28][C:29]4[CH:34]=[CH:33][CH:32]=[CH:31][C:30]=4[NH:35][C:36](=[O:42])[O:37][C:38]([CH3:41])([CH3:39])[CH3:40])=[O:27])=[CH:24][CH:23]=3)=[N:16][CH:17]=2)[CH2:6][CH2:12][CH2:11]1. The catalyst class is: 4. (2) Reactant: [CH2:1]=[C:2]1[CH2:5][NH:4][CH2:3]1.C(=O)(O)[O-].[Na+].[CH2:11]([O:18][C:19](Cl)=[O:20])[C:12]1[CH:17]=[CH:16][CH:15]=[CH:14][CH:13]=1. Product: [CH2:1]=[C:2]1[CH2:5][N:4]([C:19]([O:18][CH2:11][C:12]2[CH:17]=[CH:16][CH:15]=[CH:14][CH:13]=2)=[O:20])[CH2:3]1. The catalyst class is: 20. (3) Reactant: [CH3:1][N:2]1[C:15]2[C:10](=[CH:11][CH:12]=[CH:13][CH:14]=2)[CH:9]([C:16]([O:18]C)=[O:17])[C:8]2[CH:7]=[CH:6][CH:5]=[CH:4][C:3]1=2. Product: [CH3:1][N:2]1[C:15]2[C:10](=[CH:11][CH:12]=[CH:13][CH:14]=2)[CH:9]([C:16]([OH:18])=[O:17])[C:8]2[CH:7]=[CH:6][CH:5]=[CH:4][C:3]1=2.[CH:13]1[CH:12]=[CH:11][C:10]([C:9]2[CH:16]=[CH:5][CH:6]=[CH:7][CH:8]=2)=[CH:15][CH:14]=1. The catalyst class is: 489. (4) Reactant: C(P(C(C)(C)C)C1C=CC=CC=1C1C=CC=CC=1)(C)(C)C.Br[C:23]1[CH:28]=[CH:27][C:26]([CH:29]([C:40]2[CH:45]=[CH:44][CH:43]=[CH:42][C:41]=2[CH3:46])[CH2:30][C:31]([C:34]2[CH:39]=[CH:38][N:37]=[CH:36][CH:35]=2)=[N:32][OH:33])=[CH:25][CH:24]=1.[CH3:47][O:48][CH2:49][CH2:50][NH:51][CH3:52].[NH4+].[Cl-]. Product: [CH3:47][O:48][CH2:49][CH2:50][N:51]([CH3:52])[C:23]1[CH:28]=[CH:27][C:26]([CH:29]([C:40]2[CH:45]=[CH:44][CH:43]=[CH:42][C:41]=2[CH3:46])[CH2:30]/[C:31](/[C:34]2[CH:39]=[CH:38][N:37]=[CH:36][CH:35]=2)=[N:32]\[OH:33])=[CH:25][CH:24]=1. The catalyst class is: 101. (5) Reactant: [S-:1][C:2]#[N:3].[NH4+].[C:5]1([CH2:11][C:12](Cl)=[O:13])[CH:10]=[CH:9][CH:8]=[CH:7][CH:6]=1.[Cl:15][C:16]1[CH:17]=[C:18]([CH:20]=[C:21]([Cl:23])[CH:22]=1)[NH2:19]. Product: [Cl:15][C:16]1[CH:17]=[C:18]([NH:19][C:2]([NH:3][C:12](=[O:13])[CH2:11][C:5]2[CH:10]=[CH:9][CH:8]=[CH:7][CH:6]=2)=[S:1])[CH:20]=[C:21]([Cl:23])[CH:22]=1. The catalyst class is: 21. (6) Reactant: Br[C:2]1[CH:3]=[C:4]([C:8]2[C:17](=[O:18])[C:16]3[C:11](=[CH:12][C:13]([C:19]([CH3:22])([CH3:21])[CH3:20])=[CH:14][CH:15]=3)[NH:10][CH:9]=2)[CH:5]=[CH:6][CH:7]=1.[B:23]1([B:23]2[O:27][C:26]([CH3:29])([CH3:28])[C:25]([CH3:31])([CH3:30])[O:24]2)[O:27][C:26]([CH3:29])([CH3:28])[C:25]([CH3:31])([CH3:30])[O:24]1.C([O-])(=O)C.[K+].ClCCl. Product: [C:19]([C:13]1[CH:12]=[C:11]2[C:16]([C:17](=[O:18])[C:8]([C:4]3[CH:5]=[CH:6][CH:7]=[C:2]([B:23]4[O:27][C:26]([CH3:29])([CH3:28])[C:25]([CH3:31])([CH3:30])[O:24]4)[CH:3]=3)=[CH:9][NH:10]2)=[CH:15][CH:14]=1)([CH3:22])([CH3:21])[CH3:20]. The catalyst class is: 16. (7) Reactant: C(OC([NH:8][CH2:9][C:10]1[CH:15]=[CH:14][C:13]([CH2:16][C:17]([O:19][CH3:20])=[O:18])=[CH:12][CH:11]=1)=O)(C)(C)C.FC(F)(F)C(O)=O.[ClH:28]. Product: [ClH:28].[NH2:8][CH2:9][C:10]1[CH:15]=[CH:14][C:13]([CH2:16][C:17]([O:19][CH3:20])=[O:18])=[CH:12][CH:11]=1. The catalyst class is: 13.